This data is from Forward reaction prediction with 1.9M reactions from USPTO patents (1976-2016). The task is: Predict the product of the given reaction. (1) Given the reactants [CH:1]1[C:10]2[C@H:11]3[CH2:16][NH:15][CH2:14][CH2:13][C@H:12]3[N:8]3[C:9]=2[C:4]([CH2:5][CH2:6][CH2:7]3)=[CH:3][CH:2]=1.Cl[CH2:18][CH2:19][CH2:20][C:21]([C:23]1[CH:28]=[CH:27][C:26]([F:29])=[CH:25][CH:24]=1)=[O:22].C([O-])([O-])=O.[K+].[K+], predict the reaction product. The product is: [CH:1]1[C:10]2[C@H:11]3[CH2:16][N:15]([CH2:18][CH2:19][CH2:20][C:21]([C:23]4[CH:24]=[CH:25][C:26]([F:29])=[CH:27][CH:28]=4)=[O:22])[CH2:14][CH2:13][C@H:12]3[N:8]3[C:9]=2[C:4]([CH2:5][CH2:6][CH2:7]3)=[CH:3][CH:2]=1. (2) Given the reactants [Cl:1][C:2]1[CH:3]=[C:4]([C:10]2[CH:15]=[CH:14][C:13]([F:16])=[CH:12][CH:11]=2)[CH:5]=[CH:6][C:7]=1[CH2:8]Cl.[O:17]1[CH2:21][C:20](=[O:22])[NH:19][C:18]1=[O:23].CN(C)C(N(C)C)=N, predict the reaction product. The product is: [Cl:1][C:2]1[CH:3]=[C:4]([C:10]2[CH:15]=[CH:14][C:13]([F:16])=[CH:12][CH:11]=2)[CH:5]=[CH:6][C:7]=1[CH2:8][N:19]1[C:20](=[O:22])[CH2:21][O:17][C:18]1=[O:23]. (3) Given the reactants [C:1]([CH:3]([CH2:9][CH2:10][C@H:11]([C:19]1[CH:24]=[CH:23][C:22]([F:25])=[CH:21][CH:20]=1)[NH:12][S@@](C(C)(C)C)=O)[C:4]([O:6][CH2:7][CH3:8])=[O:5])#[N:2].[ClH:26], predict the reaction product. The product is: [ClH:26].[NH2:12][C@@H:11]([C:19]1[CH:20]=[CH:21][C:22]([F:25])=[CH:23][CH:24]=1)[CH2:10][CH2:9][CH:3]([C:1]#[N:2])[C:4]([O:6][CH2:7][CH3:8])=[O:5]. (4) Given the reactants [ClH:1].Cl.Cl.[OH:4][CH2:5][CH2:6][N:7]([CH2:21]/[CH:22]=[CH:23]/[C:24]1[CH:25]=[C:26]([CH:30]=[CH:31][CH:32]=1)[C:27]([NH2:29])=[NH:28])[C:8]1[CH:13]=[CH:12][C:11]([O:14][CH:15]2[CH2:20][CH2:19][NH:18][CH2:17][CH2:16]2)=[CH:10][CH:9]=1.Cl.[C:34](=[NH:39])(OCC)[CH3:35].C(N(CC)CC)C.Cl, predict the reaction product. The product is: [ClH:1].[ClH:1].[ClH:1].[C:34]([N:18]1[CH2:17][CH2:16][CH:15]([O:14][C:11]2[CH:12]=[CH:13][C:8]([N:7]([CH2:21]/[CH:22]=[CH:23]/[C:24]3[CH:25]=[C:26]([CH:30]=[CH:31][CH:32]=3)[C:27]([NH2:29])=[NH:28])[CH2:6][CH2:5][OH:4])=[CH:9][CH:10]=2)[CH2:20][CH2:19]1)(=[NH:39])[CH3:35]. (5) Given the reactants [CH3:1][N:2]1[C:10]2[C:5](=[CH:6][CH:7]=[CH:8][CH:9]=2)[CH:4]=[C:3]1[C:11]([OH:13])=O.[NH2:14][C@H:15]([C:17]([NH:19][C@H:20]([CH:33]=[O:34])[CH2:21][C:22](=[N:28][NH:29][C:30]([NH2:32])=[O:31])[O:23][C:24]([CH3:27])([CH3:26])[CH3:25])=[O:18])[CH3:16].O.ON1C2C=CC=CC=2N=N1.Cl.CN(C)CCCN=C=NCC, predict the reaction product. The product is: [CH3:1][N:2]1[C:10]2[C:5](=[CH:6][CH:7]=[CH:8][CH:9]=2)[CH:4]=[C:3]1[C:11]([NH:14][C@H:15]([C:17]([NH:19][C@H:20]([CH:33]=[O:34])[CH2:21][C:22](=[N:28][NH:29][C:30]([NH2:32])=[O:31])[O:23][C:24]([CH3:25])([CH3:27])[CH3:26])=[O:18])[CH3:16])=[O:13].